Dataset: Catalyst prediction with 721,799 reactions and 888 catalyst types from USPTO. Task: Predict which catalyst facilitates the given reaction. (1) Reactant: [NH:1]1[CH2:6][CH2:5][S:4][CH2:3][CH2:2]1.[CH:7]1[CH:12]=[CH:11][C:10]([CH2:13][O:14][C:15](Cl)=[O:16])=[CH:9][CH:8]=1.Cl. Product: [N:1]1([C:15]([O:14][CH2:13][C:10]2[CH:11]=[CH:12][CH:7]=[CH:8][CH:9]=2)=[O:16])[CH2:6][CH2:5][S:4][CH2:3][CH2:2]1. The catalyst class is: 74. (2) Reactant: [Br:1][C:2]1[C:3]([F:11])=[C:4]([C:7]([F:10])=[CH:8][CH:9]=1)[CH:5]=[O:6].[CH3:12][Mg]Br.O. Product: [Br:1][C:2]1[C:3]([F:11])=[C:4]([CH:5]([OH:6])[CH3:12])[C:7]([F:10])=[CH:8][CH:9]=1. The catalyst class is: 7. (3) Reactant: Br[C:2]1[CH:7]=[CH:6][C:5]([S:8][CH3:9])=[CH:4][CH:3]=1.[Li]CCCC.[B:15](OC(C)C)([O:20]C(C)C)[O:16]C(C)C.Cl. Product: [CH3:9][S:8][C:5]1[CH:6]=[CH:7][C:2]([B:15]([OH:20])[OH:16])=[CH:3][CH:4]=1. The catalyst class is: 20.